From a dataset of Full USPTO retrosynthesis dataset with 1.9M reactions from patents (1976-2016). Predict the reactants needed to synthesize the given product. (1) Given the product [F:28][C:23]1[CH:24]=[CH:25][CH:26]=[CH:27][C:22]=1[NH:21][C:19]([NH:18][C:15]1[CH:16]=[CH:17][C:12]([Cl:11])=[C:13]([S:30]([N:33]([CH3:35])[CH3:34])(=[O:31])=[O:32])[C:14]=1[O:29][Si:36]([C:39]([CH3:42])([CH3:41])[CH3:40])([CH3:38])[CH3:37])=[S:20], predict the reactants needed to synthesize it. The reactants are: C1(NC(N)=S)C=CC=CC=1.[Cl:11][C:12]1[CH:17]=[CH:16][C:15]([NH:18][C:19]([NH:21][C:22]2[CH:27]=[CH:26][CH:25]=[CH:24][C:23]=2[F:28])=[S:20])=[C:14]([OH:29])[C:13]=1[S:30]([N:33]([CH3:35])[CH3:34])(=[O:32])=[O:31].[Si:36](Cl)([C:39]([CH3:42])([CH3:41])[CH3:40])([CH3:38])[CH3:37].N1C=CN=C1. (2) Given the product [Br:30][C:3]1[CH:4]=[C:5]2[C:10](=[CH:11][C:2]=1[Cl:1])[N:9]([C:12]1[C:16]3[CH2:17][N:18]([C:21](=[O:23])[CH3:22])[CH2:19][CH2:20][C:15]=3[N:14]([CH:24]3[CH2:29][CH2:28][O:27][CH2:26][CH2:25]3)[N:13]=1)[CH2:8][CH2:7][CH2:6]2, predict the reactants needed to synthesize it. The reactants are: [Cl:1][C:2]1[CH:11]=[C:10]2[C:5]([CH2:6][CH2:7][CH2:8][N:9]2[C:12]2[C:16]3[CH2:17][N:18]([C:21](=[O:23])[CH3:22])[CH2:19][CH2:20][C:15]=3[N:14]([CH:24]3[CH2:29][CH2:28][O:27][CH2:26][CH2:25]3)[N:13]=2)=[CH:4][CH:3]=1.[Br:30]N1C(=O)CCC1=O. (3) Given the product [N+:26]([C:22]1[CH:21]=[C:20]([NH:1][C:2]2[CH:3]=[C:4]([CH:14]=[CH:15][C:16]=2[O:17][CH3:18])[C:5]([NH:7][C:8]2[CH:13]=[CH:12][CH:11]=[CH:10][CH:9]=2)=[O:6])[CH:25]=[CH:24][CH:23]=1)([O-:28])=[O:27], predict the reactants needed to synthesize it. The reactants are: [NH2:1][C:2]1[CH:3]=[C:4]([CH:14]=[CH:15][C:16]=1[O:17][CH3:18])[C:5]([NH:7][C:8]1[CH:13]=[CH:12][CH:11]=[CH:10][CH:9]=1)=[O:6].I[C:20]1[CH:25]=[CH:24][CH:23]=[C:22]([N+:26]([O-:28])=[O:27])[CH:21]=1.C(=O)([O-])[O-].[K+].[K+]. (4) Given the product [NH2:1][C:2]1[C:11]([O:20][CH3:19])=[CH:10][C:5]([C:6]([O:8][CH3:9])=[O:7])=[C:4]([Cl:12])[C:3]=1[I:13], predict the reactants needed to synthesize it. The reactants are: [NH2:1][C:2]1[CH:11]=[CH:10][C:5]([C:6]([O:8][CH3:9])=[O:7])=[C:4]([Cl:12])[C:3]=1[I:13].NC1C(I)=CC([C:19](OC)=[O:20])=C(Cl)C=1.NC1C(OC)=CC(C(OC)=O)=C(Cl)C=1. (5) Given the product [CH2:13]([C:15]1([CH2:1][CH3:2])[CH2:19][CH:18]([CH3:20])[N:17]([CH2:21][C:22]2[CH:23]=[CH:24][C:25]([O:28][CH3:29])=[CH:26][CH:27]=2)[C:16]1=[O:30])[CH3:14], predict the reactants needed to synthesize it. The reactants are: [CH:1](NC(C)C)(C)[CH3:2].C([Li])CCC.[CH2:13]([CH:15]1[CH2:19][CH:18]([CH3:20])[N:17]([CH2:21][C:22]2[CH:27]=[CH:26][C:25]([O:28][CH3:29])=[CH:24][CH:23]=2)[C:16]1=[O:30])[CH3:14].ICC.[Cl-].[NH4+].